This data is from NCI-60 drug combinations with 297,098 pairs across 59 cell lines. The task is: Regression. Given two drug SMILES strings and cell line genomic features, predict the synergy score measuring deviation from expected non-interaction effect. (1) Drug 1: CS(=O)(=O)C1=CC(=C(C=C1)C(=O)NC2=CC(=C(C=C2)Cl)C3=CC=CC=N3)Cl. Drug 2: COC1=CC(=CC(=C1O)OC)C2C3C(COC3=O)C(C4=CC5=C(C=C24)OCO5)OC6C(C(C7C(O6)COC(O7)C8=CC=CS8)O)O. Cell line: HOP-62. Synergy scores: CSS=40.1, Synergy_ZIP=0.712, Synergy_Bliss=2.33, Synergy_Loewe=-20.9, Synergy_HSA=1.94. (2) Drug 1: C1=CC(=CC=C1CCCC(=O)O)N(CCCl)CCCl. Drug 2: C1C(C(OC1N2C=C(C(=O)NC2=O)F)CO)O. Cell line: MCF7. Synergy scores: CSS=36.5, Synergy_ZIP=-3.53, Synergy_Bliss=-3.39, Synergy_Loewe=3.83, Synergy_HSA=5.17. (3) Drug 2: C#CCC(CC1=CN=C2C(=N1)C(=NC(=N2)N)N)C3=CC=C(C=C3)C(=O)NC(CCC(=O)O)C(=O)O. Cell line: A498. Synergy scores: CSS=38.4, Synergy_ZIP=-1.20, Synergy_Bliss=-2.16, Synergy_Loewe=-3.89, Synergy_HSA=-1.86. Drug 1: CC12CCC3C(C1CCC2=O)CC(=C)C4=CC(=O)C=CC34C. (4) Drug 1: CC12CCC3C(C1CCC2=O)CC(=C)C4=CC(=O)C=CC34C. Synergy scores: CSS=26.3, Synergy_ZIP=-4.70, Synergy_Bliss=0.393, Synergy_Loewe=-11.6, Synergy_HSA=-0.609. Drug 2: C1=NNC2=C1C(=O)NC=N2. Cell line: T-47D.